From a dataset of Reaction yield outcomes from USPTO patents with 853,638 reactions. Predict the reaction yield, written as a fraction of the theoretical maximum amount of product (1.0 means a 100% yield; for example, 0.34 means a 34% yield). (1) The reactants are [CH3:1][C:2]1[CH:7]=[CH:6][C:5]([C:8](=[O:10])[CH3:9])=[CH:4][CH:3]=1.C[O-].[Na+].[F:14][C:15]([F:22])([F:21])[C:16](OCC)=[O:17]. The catalyst is CO. The product is [CH3:1][C:2]1[CH:7]=[CH:6][C:5]([C:8](=[O:10])[CH2:9][C:16](=[O:17])[C:15]([F:22])([F:21])[F:14])=[CH:4][CH:3]=1. The yield is 0.940. (2) The reactants are [Br:1][C:2]1[CH:3]=[C:4]([N+:12]([O-])=O)[C:5]([CH3:11])=[C:6]([CH:10]=1)C(O)=O.CN([CH:18]([O:21]C)[O:19][CH3:20])C.[CH3:23]N(C=O)C. The catalyst is C(O)(=O)C.[Fe]. The product is [Br:1][C:2]1[CH:10]=[C:6]([C:18]([O:19][CH3:20])=[O:21])[C:5]2[CH:11]=[CH:23][NH:12][C:4]=2[CH:3]=1. The yield is 0.590. (3) The reactants are [NH2:1][C:2]1[C:11]2[C:6](=[CH:7][CH:8]=[CH:9][C:10]=2[O:12][CH:13]2[CH2:18][CH2:17][CH2:16][CH2:15][CH2:14]2)[N:5]=[C:4]([CH3:19])[C:3]=1[C:20]([OH:22])=[O:21].[ClH:23]. The catalyst is C(O)C. The product is [ClH:23].[NH2:1][C:2]1[C:11]2[C:6](=[CH:7][CH:8]=[CH:9][C:10]=2[O:12][CH:13]2[CH2:18][CH2:17][CH2:16][CH2:15][CH2:14]2)[N:5]=[C:4]([CH3:19])[C:3]=1[C:20]([OH:22])=[O:21]. The yield is 1.00. (4) The reactants are [F:1][C:2]1[CH:3]=[C:4]([C@H:8]2[CH2:12][CH2:11][CH2:10][N:9]2[C:13]2[CH:18]=[CH:17][N:16]3[N:19]=[CH:20][C:21]([NH2:22])=[C:15]3[N:14]=2)[CH:5]=[CH:6][CH:7]=1.[N:23]1[CH:28]=[CH:27][CH:26]=[CH:25][C:24]=1[C:29](O)=[O:30].CN(C(ON1N=NC2C=CC=NC1=2)=[N+](C)C)C.F[P-](F)(F)(F)(F)F.CCN(C(C)C)C(C)C. The catalyst is CCOC(C)=O.CN(C=O)C. The product is [F:1][C:2]1[CH:3]=[C:4]([C@H:8]2[CH2:12][CH2:11][CH2:10][N:9]2[C:13]2[CH:18]=[CH:17][N:16]3[N:19]=[CH:20][C:21]([NH:22][C:29](=[O:30])[C:24]4[CH:25]=[CH:26][CH:27]=[CH:28][N:23]=4)=[C:15]3[N:14]=2)[CH:5]=[CH:6][CH:7]=1. The yield is 0.860. (5) The reactants are Br[C:2]1[C:12]2[O:11][CH2:10][CH2:9][N:8]([C:13]([O:15][C:16]([CH3:19])([CH3:18])[CH3:17])=[O:14])[CH2:7][C:6]=2[CH:5]=[CH:4][CH:3]=1.[C:20]1(B(O)O)[CH2:25][CH2:24][CH2:23][CH2:22][CH:21]=1.O. The catalyst is C(O)C.C(=O)([O-])[O-].[Na+].[Na+].C1(C)C=CC=CC=1.C1C=CC([P]([Pd]([P](C2C=CC=CC=2)(C2C=CC=CC=2)C2C=CC=CC=2)([P](C2C=CC=CC=2)(C2C=CC=CC=2)C2C=CC=CC=2)[P](C2C=CC=CC=2)(C2C=CC=CC=2)C2C=CC=CC=2)(C2C=CC=CC=2)C2C=CC=CC=2)=CC=1. The product is [C:20]1([C:2]2[C:12]3[O:11][CH2:10][CH2:9][N:8]([C:13]([O:15][C:16]([CH3:19])([CH3:18])[CH3:17])=[O:14])[CH2:7][C:6]=3[CH:5]=[CH:4][CH:3]=2)[CH2:25][CH2:24][CH2:23][CH2:22][CH:21]=1. The yield is 0.854. (6) The reactants are C([O:3][P:4]([CH2:9][C:10]1[CH:11]=[C:12]([C:21]([O:23]CC)=[O:22])[CH:13]=[C:14]([C:16]([O:18]CC)=[O:17])[CH:15]=1)([O:6]CC)=[O:5])C. The catalyst is Cl. The product is [P:4]([CH2:9][C:10]1[CH:15]=[C:14]([C:16]([OH:18])=[O:17])[CH:13]=[C:12]([C:21]([OH:23])=[O:22])[CH:11]=1)([OH:6])([OH:5])=[O:3]. The yield is 0.410.